From a dataset of Peptide-MHC class II binding affinity with 134,281 pairs from IEDB. Regression. Given a peptide amino acid sequence and an MHC pseudo amino acid sequence, predict their binding affinity value. This is MHC class II binding data. The peptide sequence is EVVNDVSTFSSGLVW. The MHC is HLA-DPA10201-DPB10501 with pseudo-sequence HLA-DPA10201-DPB10501. The binding affinity (normalized) is 0.243.